Dataset: Forward reaction prediction with 1.9M reactions from USPTO patents (1976-2016). Task: Predict the product of the given reaction. (1) Given the reactants [N:1]1[CH:6]=[CH:5][CH:4]=[CH:3][C:2]=1[C:7]1[C:16]2[C:11](=[CH:12][CH:13]=[CH:14][CH:15]=2)[N:10]=[CH:9][C:8]=1[C:17](=O)[CH3:18].[NH3:20].[BH4-].[Na+], predict the reaction product. The product is: [N:1]1[CH:6]=[CH:5][CH:4]=[CH:3][C:2]=1[C:7]1[C:16]2[C:11](=[CH:12][CH:13]=[CH:14][CH:15]=2)[N:10]=[CH:9][C:8]=1[CH:17]([NH2:20])[CH3:18]. (2) The product is: [Cl:30][C:17]1[C:18]([C:25]([O:27][CH2:28][CH3:29])=[O:26])=[C:19]2[CH:24]=[CH:23][CH:22]=[N:21][N:20]2[C:16]=1[CH:14]([CH:11]1[CH2:12][CH2:13][NH:8][CH2:9][CH2:10]1)[CH3:15]. Given the reactants C(OC([N:8]1[CH2:13][CH2:12][CH:11]([CH:14]([C:16]2[N:20]3[N:21]=[CH:22][CH:23]=[CH:24][C:19]3=[C:18]([C:25]([O:27][CH2:28][CH3:29])=[O:26])[C:17]=2[Cl:30])[CH3:15])[CH2:10][CH2:9]1)=O)(C)(C)C, predict the reaction product. (3) Given the reactants [F:1][C:2]1[C:10]([F:11])=[C:9]([F:12])[CH:8]=[CH:7][C:3]=1[C:4](Cl)=[O:5].[Si:13]([O:20][CH2:21][CH2:22][NH:23][CH3:24])([C:16]([CH3:19])([CH3:18])[CH3:17])([CH3:15])[CH3:14], predict the reaction product. The product is: [CH3:19][C:16]([Si:13]([CH3:14])([CH3:15])[O:20][CH2:21][CH2:22][N:23]([CH3:24])[C:4](=[O:5])[C:3]1[CH:7]=[CH:8][C:9]([F:12])=[C:10]([F:11])[C:2]=1[F:1])([CH3:17])[CH3:18]. (4) Given the reactants [NH2:1][C:2]1[NH:7][C:6](=[O:8])[NH:5][C:4](=[O:9])[CH:3]=1.S([O-])([O-])(=O)=O.[NH4+].[NH4+].CI.[CH2:19](I)C=C, predict the reaction product. The product is: [CH3:19][N:5]1[C:4](=[O:9])[CH:3]=[C:2]([NH2:1])[NH:7][C:6]1=[O:8]. (5) Given the reactants [C:1]([C:4]([OH:6])=[O:5])([OH:3])=[O:2].O.O.[N:9]1([CH2:15][CH2:16][CH:17]2[CH2:25][CH2:24][CH2:23][C:22]3[N:21]([C:26]4[CH:31]=[CH:30][CH:29]=[CH:28][CH:27]=4)[N:20]=[CH:19][C:18]2=3)[CH2:14][CH2:13][O:12][CH2:11][CH2:10]1, predict the reaction product. The product is: [C:4]([OH:6])(=[O:5])[C:1]([OH:3])=[O:2].[N:9]1([CH2:15][CH2:16][CH:17]2[CH2:25][CH2:24][CH2:23][C:22]3[N:21]([C:26]4[CH:27]=[CH:28][CH:29]=[CH:30][CH:31]=4)[N:20]=[CH:19][C:18]2=3)[CH2:14][CH2:13][O:12][CH2:11][CH2:10]1. (6) Given the reactants [C:1]([CH:3]=[CH:4][C:5]1[CH:14]=[CH:13][CH:12]=[CH:11][C:6]=1[C:7]([O:9][CH3:10])=[O:8])#[N:2].FC(F)(F)C(O)=O.[CH2:22]([N:29]([CH2:33][Si](C)(C)C)[CH2:30]OC)[C:23]1[CH:28]=[CH:27][CH:26]=[CH:25][CH:24]=1, predict the reaction product. The product is: [CH2:22]([N:29]1[CH2:30][C@@H:3]([C:1]#[N:2])[C@H:4]([C:5]2[CH:14]=[CH:13][CH:12]=[CH:11][C:6]=2[C:7]([O:9][CH3:10])=[O:8])[CH2:33]1)[C:23]1[CH:24]=[CH:25][CH:26]=[CH:27][CH:28]=1. (7) The product is: [OH:28][CH2:27][CH:26]([NH:25][C:4]([C:6]1[C:7]2[S:15][CH:14]=[C:13]([CH2:16][O:17][C:18]3[CH:23]=[CH:22][C:21]([Br:24])=[CH:20][CH:19]=3)[C:8]=2[C:9]([NH2:12])=[N:10][CH:11]=1)=[O:5])[CH2:29][OH:30]. Given the reactants C(O[C:4]([C:6]1[C:7]2[S:15][CH:14]=[C:13]([CH2:16][O:17][C:18]3[CH:23]=[CH:22][C:21]([Br:24])=[CH:20][CH:19]=3)[C:8]=2[C:9]([NH2:12])=[N:10][CH:11]=1)=[O:5])C.[NH2:25][CH:26]([CH2:29][OH:30])[CH2:27][OH:28], predict the reaction product.